This data is from Forward reaction prediction with 1.9M reactions from USPTO patents (1976-2016). The task is: Predict the product of the given reaction. Given the reactants [OH:1][C@@H:2]([C@H:4]1[C:25](=[O:26])[N:6]2[C@@H:7]([C:12]([O:14][CH2:15][C:16]3[CH:21]=[CH:20][C:19]([N+:22]([O-:24])=[O:23])=[CH:18][CH:17]=3)=[O:13])[C:8](=O)[C@H:9]([CH3:10])[C@H:5]12)[CH3:3].[Br:27][CH2:28][CH2:29][S:30][C:31]1[N:32]=[CH:33][N:34]2[CH:38]=[C:37]([Sn](CCCC)(CCCC)CCCC)[S:36][C:35]=12, predict the reaction product. The product is: [Br:27][CH2:28][CH2:29][S:30][C:31]1[N:32]=[CH:33][N:34]2[CH:38]=[C:37]([C:8]3[C@H:9]([CH3:10])[C@@H:5]4[C@@H:4]([C@H:2]([OH:1])[CH3:3])[C:25](=[O:26])[N:6]4[C:7]=3[C:12]([O:14][CH2:15][C:16]3[CH:21]=[CH:20][C:19]([N+:22]([O-:24])=[O:23])=[CH:18][CH:17]=3)=[O:13])[S:36][C:35]=12.